From a dataset of Serine/threonine kinase 33 screen with 319,792 compounds. Binary Classification. Given a drug SMILES string, predict its activity (active/inactive) in a high-throughput screening assay against a specified biological target. The molecule is S(c1n(c(nn1)c1ccccc1)CC=C)CC(=O)NNC(=S)Nc1ccccc1. The result is 0 (inactive).